Dataset: Full USPTO retrosynthesis dataset with 1.9M reactions from patents (1976-2016). Task: Predict the reactants needed to synthesize the given product. (1) Given the product [CH3:54][O:53][C:50]1[CH:51]=[CH:52][C:47]([N:8]2[CH2:9][CH2:10][CH2:11][C:5]3([O:4][CH2:3][CH2:2][O:1]3)[CH2:6][CH2:7]2)=[CH:48][CH:49]=1, predict the reactants needed to synthesize it. The reactants are: [O:1]1[C:5]2([CH2:11][CH2:10][CH2:9][NH:8][CH2:7][CH2:6]2)[O:4][CH2:3][CH2:2]1.CC(C)([O-])C.[Na+].C1(P(C2CCCCC2)C2C=CC=CC=2C2C=CC=CC=2N(C)C)CCCCC1.Br[C:47]1[CH:52]=[CH:51][C:50]([O:53][CH3:54])=[CH:49][CH:48]=1.C([O-])(O)=O.[Na+]. (2) Given the product [F:27][C:20]1[CH:19]=[C:18]2[C:23]([C:24](=[O:26])[CH:25]=[C:16]([C:14]([NH:13][CH:10]3[CH2:11][CH2:12][N:7]([CH2:6][C:5]4[CH:28]=[CH:29][C:2]([NH:1][C:39](=[O:40])[CH2:38][CH2:37][N:31]5[CH2:36][CH2:35][CH2:34][CH2:33][CH2:32]5)=[C:3]([F:30])[CH:4]=4)[CH2:8][CH2:9]3)=[O:15])[O:17]2)=[CH:22][CH:21]=1, predict the reactants needed to synthesize it. The reactants are: [NH2:1][C:2]1[CH:29]=[CH:28][C:5]([CH2:6][N:7]2[CH2:12][CH2:11][CH:10]([NH:13][C:14]([C:16]3[O:17][C:18]4[C:23]([C:24](=[O:26])[CH:25]=3)=[CH:22][CH:21]=[C:20]([F:27])[CH:19]=4)=[O:15])[CH2:9][CH2:8]2)=[CH:4][C:3]=1[F:30].[N:31]1([CH2:37][CH2:38][C:39](O)=[O:40])[CH2:36][CH2:35][CH2:34][CH2:33][CH2:32]1.CCN=C=NCCCN(C)C.C1C=CC2N(O)N=NC=2C=1.CN1CCOCC1. (3) Given the product [CH3:1][C:2]1([CH3:19])[C:10]2[C:5](=[C:6]([CH3:17])[C:7]([N:11]3[CH2:16][CH2:15][O:14][CH2:13][CH2:12]3)=[CH:8][CH:9]=2)[NH:4][CH2:3]1, predict the reactants needed to synthesize it. The reactants are: [CH3:1][C:2]1([CH3:19])[C:10]2[C:5](=[C:6]([CH3:17])[C:7]([N:11]3[CH2:16][CH2:15][O:14][CH2:13][CH2:12]3)=[CH:8][CH:9]=2)[NH:4][C:3]1=O.COCCO[AlH2-]OCCOC.[Na+].